The task is: Predict the product of the given reaction.. This data is from Forward reaction prediction with 1.9M reactions from USPTO patents (1976-2016). Given the reactants Cl[C:2]1[CH:3]=[CH:4][C:5]([N+:15]([O-:17])=[O:16])=[C:6]([N:8]2[CH2:13][CH2:12][CH:11]([CH3:14])[CH2:10][CH2:9]2)[CH:7]=1.[NH:18]1[CH2:23][CH2:22][O:21][CH2:20][CH2:19]1, predict the reaction product. The product is: [CH3:14][CH:11]1[CH2:12][CH2:13][N:8]([C:6]2[CH:7]=[C:2]([N:18]3[CH2:23][CH2:22][O:21][CH2:20][CH2:19]3)[CH:3]=[CH:4][C:5]=2[N+:15]([O-:17])=[O:16])[CH2:9][CH2:10]1.